From a dataset of Forward reaction prediction with 1.9M reactions from USPTO patents (1976-2016). Predict the product of the given reaction. (1) Given the reactants [CH3:1][N:2]1[C:6]([C:7]2[CH:19]=[N:18][C:17]3[C:16]4[CH:15]=[CH:14][C:13]([C:20]([CH3:22])=[CH2:21])=[CH:12][C:11]=4[N:10]([C@@H:23]([CH:30]4[CH2:35][CH2:34][O:33][CH2:32][CH2:31]4)[C:24]4[CH:29]=[CH:28][CH:27]=[CH:26][CH:25]=4)[C:9]=3[CH:8]=2)=[C:5]([CH3:36])[N:4]=[N:3]1.C[N+]1([O-])CC[O:41]CC1.[OH2:45], predict the reaction product. The product is: [CH3:36][C:5]1[N:4]=[N:3][N:2]([CH3:1])[C:6]=1[C:7]1[CH:19]=[N:18][C:17]2[C:16]3[CH:15]=[CH:14][C:13]([C:20]([OH:41])([CH3:22])[CH2:21][OH:45])=[CH:12][C:11]=3[N:10]([C@@H:23]([CH:30]3[CH2:35][CH2:34][O:33][CH2:32][CH2:31]3)[C:24]3[CH:25]=[CH:26][CH:27]=[CH:28][CH:29]=3)[C:9]=2[CH:8]=1. (2) Given the reactants [C:1]([NH:5][C:6]([C:8]1[CH:12]=[C:11]([C:13]2[CH:18]=[CH:17][CH:16]=[CH:15][N:14]=2)[N:10]([C:19]2[S:20][C:21](S(CC)=O)=[N:22][N:23]=2)[N:9]=1)=O)([CH3:4])([CH3:3])[CH3:2].[OH-:28].[Na+].[OH2:30].[CH:31](Cl)(Cl)Cl, predict the reaction product. The product is: [C:1]([NH:5][C:6]([C:8]1[CH:12]=[C:11]([C:13]2[CH:18]=[CH:17][CH:16]=[CH:15][N:14]=2)[N:10]([C:19]2[S:20][C:21]([O:30][CH3:31])=[N:22][N:23]=2)[N:9]=1)=[O:28])([CH3:4])([CH3:2])[CH3:3]. (3) The product is: [ClH:30].[F:1][C:2]1[CH:7]=[CH:6][C:5]([S:8]([C:11]2[CH:12]=[N:13][C:14]([N:17]3[CH2:22][CH2:21][NH:20][CH2:19][CH2:18]3)=[N:15][CH:16]=2)(=[O:9])=[O:10])=[CH:4][CH:3]=1. Given the reactants [F:1][C:2]1[CH:7]=[CH:6][C:5]([S:8]([C:11]2[CH:12]=[N:13][C:14]([N:17]3[CH2:22][CH2:21][N:20](C(OC(C)(C)C)=O)[CH2:19][CH2:18]3)=[N:15][CH:16]=2)(=[O:10])=[O:9])=[CH:4][CH:3]=1.[ClH:30].O1CCOCC1, predict the reaction product. (4) Given the reactants [CH2:1]([O:3][C:4]([C:6]1[C:14]2[C:9](=[CH:10][CH:11]=[C:12]([OH:15])[CH:13]=2)[N:8]([C:16]2[CH:21]=[CH:20][C:19]([N:22]([CH2:25][CH3:26])[CH2:23][CH3:24])=[CH:18][CH:17]=2)[C:7]=1[CH2:27][C:28]([O:30][CH2:31][CH3:32])=[O:29])=[O:5])[CH3:2].Cl[C:34]1[CH:44]=[CH:43][C:37]([C:38]([N:40]([CH3:42])[CH3:41])=[O:39])=[CH:36][N:35]=1, predict the reaction product. The product is: [CH2:1]([O:3][C:4]([C:6]1[C:14]2[C:9](=[CH:10][CH:11]=[C:12]([O:15][C:34]3[CH:44]=[CH:43][C:37]([C:38](=[O:39])[N:40]([CH3:41])[CH3:42])=[CH:36][N:35]=3)[CH:13]=2)[N:8]([C:16]2[CH:21]=[CH:20][C:19]([N:22]([CH2:25][CH3:26])[CH2:23][CH3:24])=[CH:18][CH:17]=2)[C:7]=1[CH2:27][C:28]([O:30][CH2:31][CH3:32])=[O:29])=[O:5])[CH3:2]. (5) Given the reactants [C:1]1([C:7]2[CH:8]=[C:9]([C:16]3[O:20][N:19]=[C:18]([C:21]4[CH:22]=[C:23]([CH2:26][N:27]5[CH2:30][CH:29]([C:31]([O:33]CC)=[O:32])[CH2:28]5)[S:24][CH:25]=4)[N:17]=3)[S:10][C:11]=2[C:12]([F:15])([F:14])[F:13])[CH:6]=[CH:5][CH:4]=[CH:3][CH:2]=1.[OH-].[Na+].C(O)(=O)C.CO, predict the reaction product. The product is: [C:1]1([C:7]2[CH:8]=[C:9]([C:16]3[O:20][N:19]=[C:18]([C:21]4[CH:22]=[C:23]([CH2:26][N:27]5[CH2:30][CH:29]([C:31]([OH:33])=[O:32])[CH2:28]5)[S:24][CH:25]=4)[N:17]=3)[S:10][C:11]=2[C:12]([F:14])([F:13])[F:15])[CH:2]=[CH:3][CH:4]=[CH:5][CH:6]=1.